This data is from Reaction yield outcomes from USPTO patents with 853,638 reactions. The task is: Predict the reaction yield, written as a fraction of the theoretical maximum amount of product (1.0 means a 100% yield; for example, 0.34 means a 34% yield). (1) The reactants are Cl[C:2]1[C:11]2[C:6](=[CH:7][C:8]([O:14][CH2:15][CH2:16][CH2:17][N:18]3[CH2:23][CH2:22][S:21](=[O:25])(=[O:24])[CH2:20][CH2:19]3)=[C:9]([C:12]#[N:13])[CH:10]=2)[N:5]=[CH:4][CH:3]=1.[OH:26][C:27]1[CH:28]=[C:29]2[C:33](=[CH:34][CH:35]=1)[NH:32][CH:31]=[CH:30]2.C(=O)([O-])[O-].[Cs+].[Cs+].O. The catalyst is CN(C=O)C. The product is [C:12]([C:9]1[CH:10]=[C:11]2[C:6](=[CH:7][C:8]=1[O:14][CH2:15][CH2:16][CH2:17][N:18]1[CH2:23][CH2:22][S:21](=[O:25])(=[O:24])[CH2:20][CH2:19]1)[N:5]=[CH:4][CH:3]=[C:2]2[O:26][C:27]1[CH:28]=[C:29]2[C:33](=[CH:34][CH:35]=1)[NH:32][CH:31]=[CH:30]2)#[N:13]. The yield is 0.220. (2) The catalyst is C1COCC1.O.[Ni]. The yield is 0.460. The product is [CH3:1][O:2][C:3](=[O:20])[C:4]1[CH:9]=[C:8]([CH:10]2[CH2:14][CH2:13][O:12][CH2:11]2)[C:7]([C:15]([F:17])([F:18])[F:16])=[CH:6][C:5]=1[NH2:19]. The reactants are [CH3:1][O:2][C:3](=[O:20])[C:4]1[CH:9]=[C:8]([C:10]2[CH:14]=[CH:13][O:12][CH:11]=2)[C:7]([C:15]([F:18])([F:17])[F:16])=[CH:6][C:5]=1[NH2:19].